From a dataset of Experimentally validated miRNA-target interactions with 360,000+ pairs, plus equal number of negative samples. Binary Classification. Given a miRNA mature sequence and a target amino acid sequence, predict their likelihood of interaction. (1) The miRNA is mmu-miR-466e-3p with sequence UAUACAUACACGCACACAUAAGA. The protein sequence of the target gene is MAADIEQVFRSFVVSKFREIQQELSSGRSEGQLNGETNPPIEGNQAGDTAASARSLPNEEIVQKIEEVLSGVLDTELRYKPDLKEASRKSRCVSVQTDPTDEVPTKKSKKHKKHKNKKKKKKKEKEKKYKRQPEESESKLKSHHDGNLESDSFLKFDSEPSAAALEHPVRAFGLSEASETALVLEPPVVSMEVQESHVLETLKPATKAAELSVVSTSVISEQSEQPMPGMLEPSMTKILDSFTAAPVPMSTAALKSPEPVVTMSVEYQKSVLKSLETMPPETSKTTLVELPIAKVVEPSE.... Result: 0 (no interaction). (2) The miRNA is hsa-miR-6847-3p with sequence GGCUCAUGUGUCUGUCCUCUUC. The protein sequence of the target gene is MECNAKPPFQWELENLISFGTSTAEVPRKLKPMEWEIDGFDCTSLYSSSFAYAGSSGSDIAHAFSKSSKSTSISSSSAEVRTHNFTSETGESLPGEFAKGIDTSPSLELSFGSGDPVLGLKLGKRTYFEDFWEVENAKGLGLPVTLASSSVSPVKKSKSIPQRLQTPHCQVEGCNLDLSSAKDYHRKHRICENHSKFPKVVVSGVERRFCQQCSRFHCLSEFDEKKRSCRRRLSDHNARRRKPNPGRTYDGKPQVDFVWNRFALIHPRSEEKFIWPSSKHVPSRVLMPQPAKTEISDTEH.... Result: 0 (no interaction).